From a dataset of Catalyst prediction with 721,799 reactions and 888 catalyst types from USPTO. Predict which catalyst facilitates the given reaction. Reactant: [Br:1][C:2]1[CH:3]=[N:4][NH:5][CH:6]=1.[H-].[Na+].Cl[C:10]1[N:15]=[C:14]([N:16]2[CH2:21][CH2:20][O:19][CH2:18][CH2:17]2)[CH:13]=[CH:12][N:11]=1.O. Product: [Br:1][C:2]1[CH:3]=[N:4][N:5]([C:10]2[N:15]=[C:14]([N:16]3[CH2:21][CH2:20][O:19][CH2:18][CH2:17]3)[CH:13]=[CH:12][N:11]=2)[CH:6]=1. The catalyst class is: 3.